Dataset: Reaction yield outcomes from USPTO patents with 853,638 reactions. Task: Predict the reaction yield, written as a fraction of the theoretical maximum amount of product (1.0 means a 100% yield; for example, 0.34 means a 34% yield). (1) The reactants are [CH3:1][CH:2]([O:4][C:5]1[CH:6]=[C:7]([NH:10][C:11]2[CH:16]=[CH:15][N:14]=[C:13]([NH:17][CH2:18][C:19]3[O:23][N:22]=[C:21]([C:24]([O:26]CC)=O)[CH:20]=3)[N:12]=2)[NH:8][N:9]=1)[CH3:3].[CH3:29][NH:30][CH3:31]. The catalyst is C(O)C.CN(C=O)C. The product is [CH3:29][N:30]([CH3:31])[C:24]([C:21]1[CH:20]=[C:19]([CH2:18][NH:17][C:13]2[N:12]=[C:11]([NH:10][C:7]3[NH:8][N:9]=[C:5]([O:4][CH:2]([CH3:1])[CH3:3])[CH:6]=3)[CH:16]=[CH:15][N:14]=2)[O:23][N:22]=1)=[O:26]. The yield is 0.210. (2) The reactants are [F:1][C:2]([F:17])([F:16])[C:3]1[N:8]=[CH:7][C:6]([C:9]2[CH:14]=[CH:13][NH:12][C:11](=[O:15])[CH:10]=2)=[CH:5][CH:4]=1.Br[C:19]1[CH:27]=[C:26]2[C:22]([C:23]3[CH2:32][CH2:31][N:30]([C:33]([O:35][C:36]([CH3:39])([CH3:38])[CH3:37])=[O:34])[CH2:29][C:24]=3[N:25]2[CH3:28])=[CH:21][CH:20]=1. No catalyst specified. The product is [CH3:28][N:25]1[C:26]2[C:22](=[CH:21][CH:20]=[C:19]([N:12]3[CH:13]=[CH:14][C:9]([C:6]4[CH:7]=[N:8][C:3]([C:2]([F:1])([F:16])[F:17])=[CH:4][CH:5]=4)=[CH:10][C:11]3=[O:15])[CH:27]=2)[C:23]2[CH2:32][CH2:31][N:30]([C:33]([O:35][C:36]([CH3:39])([CH3:38])[CH3:37])=[O:34])[CH2:29][C:24]1=2. The yield is 0.450.